This data is from Reaction yield outcomes from USPTO patents with 853,638 reactions. The task is: Predict the reaction yield, written as a fraction of the theoretical maximum amount of product (1.0 means a 100% yield; for example, 0.34 means a 34% yield). (1) The reactants are Cl[C:2]1[S:3](=O)[C:4]([C:10]2[CH:15]=[CH:14][CH:13]=[CH:12][C:11]=2[F:16])=[C:5]2[CH2:9][CH2:8][CH2:7][C:6]=12.[N:18]1[CH:23]=[CH:22][C:21](B(O)O)=[CH:20][CH:19]=1.C([O-])(O)=[O:28].[Na+]. The catalyst is COCCOC.C1C=CC(P(C2C=CC=CC=2)C2C=CC=CC=2)=CC=1.C1C=CC(P(C2C=CC=CC=2)C2C=CC=CC=2)=CC=1.Cl[Pd]Cl. The product is [F:16][C:11]1[CH:12]=[CH:13][CH:14]=[CH:15][C:10]=1[C:4]1[S:3][C:2]([C:21]2[CH:22]=[CH:23][N:18]=[CH:19][CH:20]=2)=[C:6]2[CH2:7][CH2:8][C:9](=[O:28])[C:5]=12. The yield is 0.910. (2) The reactants are Br[C:2]1[CH:3]=[N:4][N:5]2[CH:10]=[CH:9][C:8]([N:11]3[CH2:16][CH2:15][N:14]([C:17]([O:19][CH:20]([CH3:22])[CH3:21])=[O:18])[CH2:13][CH2:12]3)=[N:7][C:6]=12.[CH2:23]([O:25][C:26]1[C:31](B(O)O)=[CH:30][CH:29]=[CH:28][N:27]=1)[CH3:24].C([O-])([O-])=O.[K+].[K+].CC#N. The catalyst is CCOC(C)=O.O. The product is [CH2:23]([O:25][C:26]1[C:31]([C:2]2[CH:3]=[N:4][N:5]3[CH:10]=[CH:9][C:8]([N:11]4[CH2:16][CH2:15][N:14]([C:17]([O:19][CH:20]([CH3:22])[CH3:21])=[O:18])[CH2:13][CH2:12]4)=[N:7][C:6]=23)=[CH:30][CH:29]=[CH:28][N:27]=1)[CH3:24]. The yield is 0.680. (3) The reactants are O=P(Cl)(Cl)Cl.[O:6]1[C:10]2[CH:11]=[CH:12][C:13]([C:15]3([C:18]([NH:20][C:21]4[CH:22]=[C:23]5[C:27](=[CH:28][CH:29]=4)[NH:26][C:25]([C:30]([CH3:33])([CH3:32])[CH3:31])=[CH:24]5)=[O:19])[CH2:17][CH2:16]3)=[CH:14][C:9]=2[O:8][CH2:7]1.CN([CH:37]=[O:38])C. No catalyst specified. The product is [O:6]1[C:10]2[CH:11]=[CH:12][C:13]([C:15]3([C:18]([NH:20][C:21]4[CH:22]=[C:23]5[C:27](=[CH:28][CH:29]=4)[NH:26][C:25]([C:30]([CH3:33])([CH3:32])[CH3:31])=[C:24]5[CH:37]=[O:38])=[O:19])[CH2:17][CH2:16]3)=[CH:14][C:9]=2[O:8][CH2:7]1. The yield is 0.610. (4) The catalyst is C1COCC1. The reactants are [F:1][C:2]([F:30])([F:29])[O:3][C:4]1[CH:9]=[CH:8][C:7]([S:10]([NH:13][C:14]2[CH:15]=[N:16][C:17]3[CH2:18][CH:19]([NH:24][C:25](=O)[CH2:26][CH3:27])[CH2:20][CH2:21][C:22]=3[CH:23]=2)(=[O:12])=[O:11])=[CH:6][CH:5]=1.B.C1COCC1. The yield is 0.640. The product is [CH2:25]([NH:24][CH:19]1[CH2:18][C:17]2[N:16]=[CH:15][C:14]([NH:13][S:10]([C:7]3[CH:6]=[CH:5][C:4]([O:3][C:2]([F:30])([F:29])[F:1])=[CH:9][CH:8]=3)(=[O:12])=[O:11])=[CH:23][C:22]=2[CH2:21][CH2:20]1)[CH2:26][CH3:27].